From a dataset of Full USPTO retrosynthesis dataset with 1.9M reactions from patents (1976-2016). Predict the reactants needed to synthesize the given product. Given the product [Cl:1][C:2]1[CH:7]=[C:6]([I:8])[CH:5]=[CH:4][C:3]=1[O:9][Si:19]([CH:23]([CH3:25])[CH3:24])([CH:20]([CH3:22])[CH3:21])[CH:17]([CH3:18])[CH3:16], predict the reactants needed to synthesize it. The reactants are: [Cl:1][C:2]1[CH:7]=[C:6]([I:8])[CH:5]=[CH:4][C:3]=1[OH:9].C([O-])([O-])=O.[K+].[K+].[CH3:16][CH:17]([Si:19](Cl)([CH:23]([CH3:25])[CH3:24])[CH:20]([CH3:22])[CH3:21])[CH3:18].